This data is from Reaction yield outcomes from USPTO patents with 853,638 reactions. The task is: Predict the reaction yield, written as a fraction of the theoretical maximum amount of product (1.0 means a 100% yield; for example, 0.34 means a 34% yield). (1) The reactants are Br[C:2]1[CH:3]=[C:4]2[C:9](=[CH:10][CH:11]=1)[N:8]=[CH:7][C:6]([C:12](=[O:14])[CH3:13])=[C:5]2[NH:15][C:16]1[CH:17]=[N:18][C:19]([N:22]2[CH2:27][CH2:26][N:25]([CH3:28])[CH2:24][CH2:23]2)=[CH:20][CH:21]=1.[Cl:29][C:30]1[CH:35]=[C:34](B2OC(C)(C)C(C)(C)O2)[CH:33]=[C:32]([F:45])[C:31]=1[OH:46]. No catalyst specified. The product is [Cl:29][C:30]1[CH:35]=[C:34]([C:2]2[CH:3]=[C:4]3[C:9](=[CH:10][CH:11]=2)[N:8]=[CH:7][C:6]([C:12](=[O:14])[CH3:13])=[C:5]3[NH:15][C:16]2[CH:17]=[N:18][C:19]([N:22]3[CH2:23][CH2:24][N:25]([CH3:28])[CH2:26][CH2:27]3)=[CH:20][CH:21]=2)[CH:33]=[C:32]([F:45])[C:31]=1[OH:46]. The yield is 0.310. (2) The reactants are Cl[C:2]([O:4][C:5]1[CH:10]=[CH:9][CH:8]=[CH:7][CH:6]=1)=[O:3].[O:11]([C:18]1[CH:19]=[C:20]([CH:23]=[CH:24][CH:25]=1)[CH2:21][NH2:22])[C:12]1[CH:17]=[CH:16][CH:15]=[CH:14][CH:13]=1.C(N(CC)CC)C. The catalyst is O1CCCC1.[Cl-].[Na+].O. The product is [C:5]1([O:4][C:2](=[O:3])[NH:22][CH2:21][C:20]2[CH:23]=[CH:24][CH:25]=[C:18]([O:11][C:12]3[CH:17]=[CH:16][CH:15]=[CH:14][CH:13]=3)[CH:19]=2)[CH:10]=[CH:9][CH:8]=[CH:7][CH:6]=1. The yield is 0.880. (3) The reactants are [NH:1]1[C:5]2=[N:6][CH:7]=[CH:8][CH:9]=[C:4]2[C:3]([C:10]2[CH:15]=[CH:14][N:13]=[C:12]([NH:16][CH:17]3[CH2:22][CH2:21][N:20](C(=O)C)[CH2:19][CH2:18]3)[N:11]=2)=[CH:2]1.[OH-].[Na+]. The catalyst is C(O)(=O)C. The product is [NH:20]1[CH2:21][CH2:22][CH:17]([NH:16][C:12]2[N:11]=[C:10]([C:3]3[C:4]4[C:5](=[N:6][CH:7]=[CH:8][CH:9]=4)[NH:1][CH:2]=3)[CH:15]=[CH:14][N:13]=2)[CH2:18][CH2:19]1. The yield is 0.710. (4) The reactants are [NH:1]1[C:5]2=[N:6][CH:7]=[CH:8][CH:9]=[C:4]2[CH:3]=[CH:2]1.[OH-].[Na+].[C:12]([O:16][C:17](=[O:36])[N:18]([CH2:28][C:29]1[CH:34]=[CH:33][C:32]([Cl:35])=[CH:31][CH:30]=1)[C:19]1[CH:24]=[CH:23][C:22]([CH:25]=[O:26])=[C:21]([Cl:27])[N:20]=1)([CH3:15])([CH3:14])[CH3:13].O. The catalyst is CO. The product is [C:12]([O:16][C:17](=[O:36])[N:18]([CH2:28][C:29]1[CH:34]=[CH:33][C:32]([Cl:35])=[CH:31][CH:30]=1)[C:19]1[CH:24]=[CH:23][C:22]([CH:25]([OH:26])[C:3]2[C:4]3[C:5](=[N:6][CH:7]=[CH:8][CH:9]=3)[NH:1][CH:2]=2)=[C:21]([Cl:27])[N:20]=1)([CH3:15])([CH3:13])[CH3:14]. The yield is 0.510. (5) The reactants are [Cl:1][C:2]1[CH:3]=[C:4]([NH:8][C:9]([C:11]2[CH:15]=[N:14][O:13][N:12]=2)=O)[CH:5]=[CH:6][CH:7]=1.COC1C=CC(P2(=S)SP(C3C=CC(OC)=CC=3)(=S)[S:25]2)=CC=1. The catalyst is C1(C)C=CC=CC=1. The product is [Cl:1][C:2]1[CH:3]=[C:4]([NH:8][C:9]([C:11]2[CH:15]=[N:14][O:13][N:12]=2)=[S:25])[CH:5]=[CH:6][CH:7]=1. The yield is 0.930.